Task: Predict the reactants needed to synthesize the given product.. Dataset: Full USPTO retrosynthesis dataset with 1.9M reactions from patents (1976-2016) (1) Given the product [Br:1][C:2]1[S:3][C:4]([C:8]2[NH:10][CH:21]=[N:19][N:30]=2)=[C:5]([Br:7])[N:6]=1, predict the reactants needed to synthesize it. The reactants are: [Br:1][C:2]1[S:3][C:4]([C:8]([NH2:10])=O)=[C:5]([Br:7])[N:6]=1.C1(C)C=CC=CC=1.C[N:19]([CH:21](OC)OC)C.C(O)(=O)C.[NH2:30]N.C([O-])(O)=O.[Na+]. (2) Given the product [CH2:17]([O:19][C:20]([C:22]1[C:26]([CH2:27][CH2:28][CH2:29][N:30]2[CH2:35][CH2:34][N:33]([CH3:36])[CH2:32][CH2:31]2)=[C:25]([CH:37]=[C:9]2[C:8]3[C:12](=[CH:13][CH:14]=[CH:15][C:7]=3[C:5]3[CH:6]=[N:1][CH:2]=[N:3][CH:4]=3)[NH:11][C:10]2=[O:16])[NH:24][C:23]=1[CH3:39])=[O:21])[CH3:18], predict the reactants needed to synthesize it. The reactants are: [N:1]1[CH:6]=[C:5]([C:7]2[CH:15]=[CH:14][CH:13]=[C:12]3[C:8]=2[CH2:9][C:10](=[O:16])[NH:11]3)[CH:4]=[N:3][CH:2]=1.[CH2:17]([O:19][C:20]([C:22]1[C:26]([CH2:27][CH2:28][CH2:29][N:30]2[CH2:35][CH2:34][N:33]([CH3:36])[CH2:32][CH2:31]2)=[C:25]([CH:37]=O)[NH:24][C:23]=1[CH3:39])=[O:21])[CH3:18]. (3) Given the product [CH3:1][C:2]1[N:7]=[CH:6][C:5]([C:8]2[N:9]=[C:10]3[CH2:24][CH2:23][CH2:22][N:21]([CH2:25][CH2:26][CH2:27][CH2:28][CH2:29][CH2:30][C:31]([OH:33])=[O:32])[C:11]3=[N:12][C:13]=2[C:14]2[CH:15]=[N:16][C:17]([CH3:20])=[CH:18][CH:19]=2)=[CH:4][CH:3]=1, predict the reactants needed to synthesize it. The reactants are: [CH3:1][C:2]1[N:7]=[CH:6][C:5]([C:8]2[N:9]=[C:10]3[CH2:24][CH2:23][CH2:22][N:21]([CH2:25][CH2:26][CH2:27][CH2:28][CH2:29][CH2:30][C:31]([O:33]CC)=[O:32])[C:11]3=[N:12][C:13]=2[C:14]2[CH:15]=[N:16][C:17]([CH3:20])=[CH:18][CH:19]=2)=[CH:4][CH:3]=1.[OH-].[Na+]. (4) The reactants are: [CH3:1][O:2][C:3]1[CH:4]=[C:5]2[C:10](=[CH:11][C:12]=1[O:13][CH3:14])[N:9]=[CH:8][CH:7]=[C:6]2[O:15][C:16]1[CH:23]=[C:22]([O:24][CH3:25])[CH:21]=[CH:20][C:17]=1[CH:18]=[O:19].[CH2:26]([Mg]Br)[CH3:27].O. Given the product [CH3:1][O:2][C:3]1[CH:4]=[C:5]2[C:10](=[CH:11][C:12]=1[O:13][CH3:14])[N:9]=[CH:8][CH:7]=[C:6]2[O:15][C:16]1[CH:23]=[C:22]([O:24][CH3:25])[CH:21]=[CH:20][C:17]=1[CH:18]([OH:19])[CH2:26][CH3:27], predict the reactants needed to synthesize it. (5) Given the product [CH3:50][C:51]1([C:56]2[O:60][C:59]([CH2:61][N:62]3[CH:66]=[CH:65][C:64]([NH:67][C:22]([C:18]4[N:19]=[CH:20][O:21][C:17]=4[C:13]4[CH:14]=[CH:15][CH:16]=[C:11]([CH2:10][CH2:9][O:8][Si:7]([C:3]([CH3:6])([CH3:5])[CH3:4])([CH3:26])[CH3:25])[CH:12]=4)=[O:23])=[N:63]3)=[CH:58][CH:57]=2)[O:55][CH2:54][CH2:53][O:52]1, predict the reactants needed to synthesize it. The reactants are: N#N.[C:3]([Si:7]([CH3:26])([CH3:25])[O:8][CH2:9][CH2:10][C:11]1[CH:12]=[C:13]([C:17]2[O:21][CH:20]=[N:19][C:18]=2[C:22](O)=[O:23])[CH:14]=[CH:15][CH:16]=1)([CH3:6])([CH3:5])[CH3:4].C1C=CC2N(O)N=NC=2C=1.C(Cl)CCl.CCN(C(C)C)C(C)C.[CH3:50][C:51]1([C:56]2[O:60][C:59]([CH2:61][N:62]3[CH:66]=[CH:65][C:64]([NH2:67])=[N:63]3)=[CH:58][CH:57]=2)[O:55][CH2:54][CH2:53][O:52]1. (6) The reactants are: C([O:4][C:5]1[C:12]([O:13][CH3:14])=[CH:11][CH:10]=[C:9]([Br:15])[C:6]=1[CH:7]=[O:8])(=O)C.C(=O)(O)[O-].[Na+]. Given the product [OH:4][C:5]1[C:12]([O:13][CH3:14])=[CH:11][CH:10]=[C:9]([Br:15])[C:6]=1[CH:7]=[O:8], predict the reactants needed to synthesize it. (7) Given the product [Br:1][C:2]1[N:3]=[C:4]([NH2:12])[S:5][C:6]=1[C:7]([F:10])([F:9])[F:8], predict the reactants needed to synthesize it. The reactants are: [Br:1][C:2]1[N:3]=[C:4](Cl)[S:5][C:6]=1[C:7]([F:10])([F:9])[F:8].[NH3:12].O. (8) Given the product [Cl:19][C:16]([F:18])([F:17])[O:15][C:12]1[CH:13]=[CH:14][C:9]([NH:8][C:6](=[O:7])[C:5]2[CH:20]=[C:21]([C:22]3[CH:23]=[N:24][CH:25]=[N:26][CH:27]=3)[C:2]([N:33]3[CH2:34][C@@H:30]([CH2:29][OH:28])[C@H:31]([OH:35])[CH2:32]3)=[N:3][CH:4]=2)=[CH:10][CH:11]=1, predict the reactants needed to synthesize it. The reactants are: Cl[C:2]1[C:21]([C:22]2[CH:23]=[N:24][CH:25]=[N:26][CH:27]=2)=[CH:20][C:5]([C:6]([NH:8][C:9]2[CH:14]=[CH:13][C:12]([O:15][C:16]([Cl:19])([F:18])[F:17])=[CH:11][CH:10]=2)=[O:7])=[CH:4][N:3]=1.[OH:28][CH2:29][C@@H:30]1[CH2:34][NH:33][CH2:32][C@H:31]1[OH:35].Cl.CCN(C(C)C)C(C)C.